The task is: Regression. Given two drug SMILES strings and cell line genomic features, predict the synergy score measuring deviation from expected non-interaction effect.. This data is from NCI-60 drug combinations with 297,098 pairs across 59 cell lines. (1) Drug 1: CC12CCC3C(C1CCC2=O)CC(=C)C4=CC(=O)C=CC34C. Drug 2: CCC1(C2=C(COC1=O)C(=O)N3CC4=CC5=C(C=CC(=C5CN(C)C)O)N=C4C3=C2)O.Cl. Cell line: OVCAR-4. Synergy scores: CSS=31.5, Synergy_ZIP=1.35, Synergy_Bliss=0.968, Synergy_Loewe=-0.323, Synergy_HSA=0.551. (2) Drug 1: CC1=CC2C(CCC3(C2CCC3(C(=O)C)OC(=O)C)C)C4(C1=CC(=O)CC4)C. Drug 2: CC1=C2C(C(=O)C3(C(CC4C(C3C(C(C2(C)C)(CC1OC(=O)C(C(C5=CC=CC=C5)NC(=O)C6=CC=CC=C6)O)O)OC(=O)C7=CC=CC=C7)(CO4)OC(=O)C)O)C)OC(=O)C. Cell line: ACHN. Synergy scores: CSS=38.1, Synergy_ZIP=7.03, Synergy_Bliss=9.41, Synergy_Loewe=-13.4, Synergy_HSA=10.1. (3) Drug 2: CC(C)NC(=O)C1=CC=C(C=C1)CNNC.Cl. Synergy scores: CSS=19.4, Synergy_ZIP=-0.846, Synergy_Bliss=6.10, Synergy_Loewe=-4.08, Synergy_HSA=5.00. Cell line: T-47D. Drug 1: COC1=C(C=C2C(=C1)N=CN=C2NC3=CC(=C(C=C3)F)Cl)OCCCN4CCOCC4. (4) Drug 1: C#CCC(CC1=CN=C2C(=N1)C(=NC(=N2)N)N)C3=CC=C(C=C3)C(=O)NC(CCC(=O)O)C(=O)O. Drug 2: CN(CC1=CN=C2C(=N1)C(=NC(=N2)N)N)C3=CC=C(C=C3)C(=O)NC(CCC(=O)O)C(=O)O. Cell line: CCRF-CEM. Synergy scores: CSS=59.9, Synergy_ZIP=6.45, Synergy_Bliss=6.35, Synergy_Loewe=5.80, Synergy_HSA=6.70. (5) Drug 1: CC1=CC2C(CCC3(C2CCC3(C(=O)C)OC(=O)C)C)C4(C1=CC(=O)CC4)C. Drug 2: C1=NC2=C(N1)C(=S)N=CN2. Cell line: NCI/ADR-RES. Synergy scores: CSS=1.43, Synergy_ZIP=-10.7, Synergy_Bliss=-22.3, Synergy_Loewe=-44.4, Synergy_HSA=-22.0. (6) Drug 1: C1CC(C1)(C(=O)O)C(=O)O.[NH2-].[NH2-].[Pt+2]. Drug 2: CC1=C(C=C(C=C1)C(=O)NC2=CC(=CC(=C2)C(F)(F)F)N3C=C(N=C3)C)NC4=NC=CC(=N4)C5=CN=CC=C5. Cell line: HCT116. Synergy scores: CSS=7.55, Synergy_ZIP=2.90, Synergy_Bliss=5.50, Synergy_Loewe=3.08, Synergy_HSA=1.85. (7) Drug 1: CC1=C(C(=CC=C1)Cl)NC(=O)C2=CN=C(S2)NC3=CC(=NC(=N3)C)N4CCN(CC4)CCO. Drug 2: CC1C(C(CC(O1)OC2CC(CC3=C2C(=C4C(=C3O)C(=O)C5=C(C4=O)C(=CC=C5)OC)O)(C(=O)CO)O)N)O.Cl. Cell line: A498. Synergy scores: CSS=52.5, Synergy_ZIP=6.87, Synergy_Bliss=11.0, Synergy_Loewe=7.92, Synergy_HSA=12.2.